Dataset: Catalyst prediction with 721,799 reactions and 888 catalyst types from USPTO. Task: Predict which catalyst facilitates the given reaction. (1) Reactant: [CH2:1]([NH:5][CH2:6][CH2:7][CH2:8][OH:9])[CH2:2][CH2:3][CH3:4].[Cl:10][CH2:11][C:12](O[C:12](=[O:13])[CH2:11][Cl:10])=[O:13]. Product: [CH2:1]([N:5]([CH2:6][CH2:7][CH2:8][OH:9])[C:12](=[O:13])[CH2:11][Cl:10])[CH2:2][CH2:3][CH3:4]. The catalyst class is: 13. (2) Reactant: [Na+].[Na+].[P:3]([O-:32])([O-:31])([O:5][CH2:6][N:7]1[C:16]2[C:11](=[C:12]([F:21])[CH:13]=[CH:14][C:15]=2[O:17][CH2:18][CH2:19][CH3:20])[C:10](=[O:22])[C:9]([C:23]2[CH:28]=[CH:27][C:26]([O:29][CH3:30])=[CH:25][CH:24]=2)=[CH:8]1)=[O:4].[Cl-].[Mg+2:34].[Cl-]. Product: [Mg+2:34].[P:3]([O-:32])([O-:31])([O:5][CH2:6][N:7]1[C:16]2[C:11](=[C:12]([F:21])[CH:13]=[CH:14][C:15]=2[O:17][CH2:18][CH2:19][CH3:20])[C:10](=[O:22])[C:9]([C:23]2[CH:24]=[CH:25][C:26]([O:29][CH3:30])=[CH:27][CH:28]=2)=[CH:8]1)=[O:4]. The catalyst class is: 5. (3) Reactant: Cl[C:2]1[N:11]=CC=[C:8]2[C:3]=1[CH:4]=[C:5]([C:30]1[CH:35]=[CH:34][CH:33]=[CH:32][CH:31]=1)[C:6]([C:12]1[CH:17]=[CH:16][C:15]([C:18]3([NH:22]C(=O)OC(C)(C)C)[CH2:21][CH2:20][CH2:19]3)=[CH:14][CH:13]=1)=[N:7]2.[F:36][C:37]([F:45])(S(F)(=O)=O)C(O)=O.CCO[C:49]([CH3:51])=[O:50]. Product: [NH2:22][C:18]1([C:15]2[CH:16]=[CH:17][C:12]([C:6]3[C:5]([C:30]4[CH:31]=[CH:32][CH:33]=[CH:34][CH:35]=4)=[CH:4][C:51]4[C:49](=[O:50])[N:11]([CH:37]([F:45])[F:36])[CH:2]=[CH:3][C:8]=4[N:7]=3)=[CH:13][CH:14]=2)[CH2:19][CH2:20][CH2:21]1. The catalyst class is: 23. (4) Reactant: C([Si](C)(C)OCC[N:9]1[C:17]2[C:12](=[CH:13][C:14]([CH3:21])=[C:15]([N+:18]([O-])=O)[CH:16]=2)[CH:11]=[N:10]1)(C)(C)C.[Cl-].[NH4+]. Product: [CH3:21][C:14]1[CH:13]=[C:12]2[C:17](=[CH:16][C:15]=1[NH2:18])[NH:9][N:10]=[CH:11]2. The catalyst class is: 190. (5) Reactant: [Cl:1][C:2]1[N:7]=[CH:6][C:5]([C:8]2[CH:17]=[C:16]3[C:11]([N:12]=[CH:13][C:14]([NH:18][CH2:19][CH:20]4[CH2:25][CH2:24][CH2:23][N:22](C(OC(C)(C)C)=O)[CH2:21]4)=[N:15]3)=[CH:10][CH:9]=2)=[CH:4][C:3]=1[NH:33][S:34]([C:37]1[CH:42]=[CH:41][C:40]([F:43])=[CH:39][CH:38]=1)(=[O:36])=[O:35].C(O)(C(F)(F)F)=O. Product: [Cl:1][C:2]1[C:3]([NH:33][S:34]([C:37]2[CH:38]=[CH:39][C:40]([F:43])=[CH:41][CH:42]=2)(=[O:35])=[O:36])=[CH:4][C:5]([C:8]2[CH:17]=[C:16]3[C:11](=[CH:10][CH:9]=2)[N:12]=[CH:13][C:14]([NH:18][CH2:19][CH:20]2[CH2:25][CH2:24][CH2:23][NH:22][CH2:21]2)=[N:15]3)=[CH:6][N:7]=1. The catalyst class is: 2. (6) Reactant: [CH3:1][C@@H:2]1[NH:6][C@H:5]([C:7]([O:9][CH2:10][CH3:11])=[O:8])[CH2:4][CH2:3]1.C(O)(C(F)(F)F)=O.[CH3:19][O:20][C:21]([NH:23][C@@H:24]([CH:28]([CH3:30])[CH3:29])[C:25](O)=[O:26])=[O:22].CN(C(ON1N=NC2C=CC=NC1=2)=[N+](C)C)C.F[P-](F)(F)(F)(F)F.CCN(C(C)C)C(C)C. Product: [CH3:19][O:20][C:21]([NH:23][C@@H:24]([CH:28]([CH3:30])[CH3:29])[C:25]([N:6]1[C@@H:2]([CH3:1])[CH2:3][CH2:4][C@H:5]1[C:7]([O:9][CH2:10][CH3:11])=[O:8])=[O:26])=[O:22]. The catalyst class is: 31. (7) Reactant: [C:1]([C:3]1[CH:4]=[C:5]([CH:8]=[CH:9][CH:10]=1)[CH:6]=O)#[N:2].[NH:11]1[CH2:16][CH2:15][O:14][CH2:13][CH2:12]1.C1(C)C=CC(S(O)(=O)=O)=CC=1.[C-:28]#[N:29].[K+]. Product: [C:28]([CH:6]([N:11]1[CH2:16][CH2:15][O:14][CH2:13][CH2:12]1)[C:5]1[CH:4]=[C:3]([CH:10]=[CH:9][CH:8]=1)[C:1]#[N:2])#[N:29]. The catalyst class is: 6. (8) The catalyst class is: 4. Reactant: [C:1]([O:5][C:6](=[O:24])[NH:7][C@H:8]([C:13](=[O:23])[NH:14][CH:15]1[CH2:21][CH2:20][CH2:19][NH:18][CH2:17][CH:16]1[OH:22])[CH2:9][CH:10]([CH3:12])[CH3:11])([CH3:4])([CH3:3])[CH3:2].C(N(CC)CC)C.[N:32]1[CH:37]=[CH:36][CH:35]=[CH:34][C:33]=1[S:38](Cl)(=[O:40])=[O:39]. Product: [C:1]([O:5][C:6](=[O:24])[NH:7][C@H:8]([C:13](=[O:23])[NH:14][CH:15]1[CH2:21][CH2:20][CH2:19][N:18]([S:38]([C:33]2[CH:34]=[CH:35][CH:36]=[CH:37][N:32]=2)(=[O:40])=[O:39])[CH2:17][CH:16]1[OH:22])[CH2:9][CH:10]([CH3:12])[CH3:11])([CH3:3])([CH3:4])[CH3:2].